From a dataset of Reaction yield outcomes from USPTO patents with 853,638 reactions. Predict the reaction yield, written as a fraction of the theoretical maximum amount of product (1.0 means a 100% yield; for example, 0.34 means a 34% yield). (1) The reactants are [NH2:1][CH2:2][C@H:3]1[O:7][C:6](=[O:8])[N:5]([CH2:9][C@@H:10]2[C@H:13]([NH:14][C:15](=[O:31])/[C:16](=[N:23]\[O:24][C:25]([CH3:30])([CH3:29])[C:26]([OH:28])=[O:27])/[C:17]3[N:18]=[C:19]([NH2:22])[S:20][CH:21]=3)[C:12](=[O:32])[N:11]2[S:33]([OH:36])(=[O:35])=[O:34])[CH2:4]1.Cl.[N:38]1([C:43](N)=[NH:44])C=CC=N1.CCN(C(C)C)C(C)C. The catalyst is CN(C=O)C. The product is [NH2:22][C:19]1[S:20][CH:21]=[C:17](/[C:16](=[N:23]/[O:24][C:25]([CH3:29])([CH3:30])[C:26]([OH:28])=[O:27])/[C:15]([NH:14][C@@H:13]2[C:12](=[O:32])[N:11]([S:33]([OH:36])(=[O:34])=[O:35])[C@@H:10]2[CH2:9][N:5]2[CH2:4][C@@H:3]([CH2:2][NH:1][C:43]([NH2:44])=[NH:38])[O:7][C:6]2=[O:8])=[O:31])[N:18]=1. The yield is 0.490. (2) The reactants are Br[C:2]1[CH:7]=[CH:6][C:5]([CH:8]([OH:13])[C:9]([F:12])([F:11])[F:10])=[CH:4][CH:3]=1.[C:14]1([CH3:23])[CH:19]=[CH:18][CH:17]=[C:16](B(O)O)[CH:15]=1.C([O-])([O-])=O.[Na+].[Na+].C(C#N)(C)=O. The catalyst is Cl[Pd](Cl)([P](C1C=CC=CC=1)(C1C=CC=CC=1)C1C=CC=CC=1)[P](C1C=CC=CC=1)(C1C=CC=CC=1)C1C=CC=CC=1.O. The product is [F:10][C:9]([F:12])([F:11])[CH:8]([C:5]1[CH:6]=[CH:7][CH:2]=[CH:3][C:4]=1[C:16]1[CH:17]=[CH:18][CH:19]=[C:14]([CH3:23])[CH:15]=1)[OH:13]. The yield is 0.790. (3) The reactants are Cl[S:2]([C:5]1[CH:6]=[C:7]2[C:11](=[CH:12][CH:13]=1)[NH:10][C:9](=[O:14])[CH2:8]2)(=[O:4])=[O:3].[OH-].[NH4+:16]. The catalyst is C(O)C. The product is [NH2:16][S:2]([C:5]1[CH:6]=[C:7]2[C:11](=[CH:12][CH:13]=1)[NH:10][C:9](=[O:14])[CH2:8]2)(=[O:4])=[O:3]. The yield is 0.200. (4) The reactants are FC(F)(F)C(O)=O.[CH:8]1([N:12]2[CH2:17][CH2:16][N:15](C(OC(C)(C)C)=O)[CH2:14][CH2:13]2)[CH2:11][CH2:10][CH2:9]1. The catalyst is C(Cl)Cl. The product is [CH:8]1([N:12]2[CH2:17][CH2:16][NH:15][CH2:14][CH2:13]2)[CH2:11][CH2:10][CH2:9]1. The yield is 0.301. (5) The reactants are C([O:8][N:9]1[C:15](=[O:16])[N:14]2[CH2:17][C@H:10]1[CH2:11][CH2:12][C@H:13]2[C:18]([NH:20][O:21][CH2:22][CH2:23][C:24]1[CH:29]=[CH:28][CH:27]=[CH:26][N:25]=1)=[O:19])C1C=CC=CC=1.[H][H]. The catalyst is CO.[Pd]. The product is [OH:8][N:9]1[C:15](=[O:16])[N:14]2[CH2:17][C@H:10]1[CH2:11][CH2:12][C@H:13]2[C:18]([NH:20][O:21][CH2:22][CH2:23][C:24]1[CH:29]=[CH:28][CH:27]=[CH:26][N:25]=1)=[O:19]. The yield is 0.500. (6) The reactants are C[O:2][C:3]([C:5]1[C:6]([S:15][C@H:16]2[CH2:25][CH2:24][C@@H:23]3[C@H:18]([CH2:19][C@@H:20]([C:30]([O:32]CC)=[O:31])[N:21](C(OC)=O)[CH2:22]3)[CH2:17]2)=[CH:7][C:8]2[C:13]([CH:14]=1)=[CH:12][CH:11]=[CH:10][CH:9]=2)=[O:4].[ClH:35]. No catalyst specified. The product is [ClH:35].[C:3]([C:5]1[C:6]([S:15][C@H:16]2[CH2:25][CH2:24][C@@H:23]3[C@H:18]([CH2:19][C@@H:20]([C:30]([OH:32])=[O:31])[NH:21][CH2:22]3)[CH2:17]2)=[CH:7][C:8]2[C:13]([CH:14]=1)=[CH:12][CH:11]=[CH:10][CH:9]=2)([OH:4])=[O:2]. The yield is 0.960.